Regression. Given a peptide amino acid sequence and an MHC pseudo amino acid sequence, predict their binding affinity value. This is MHC class I binding data. From a dataset of Peptide-MHC class I binding affinity with 185,985 pairs from IEDB/IMGT. (1) The peptide sequence is TFFSYLMKDK. The MHC is HLA-B53:01 with pseudo-sequence HLA-B53:01. The binding affinity (normalized) is 0.0671. (2) The MHC is HLA-B15:17 with pseudo-sequence HLA-B15:17. The binding affinity (normalized) is 0.370. The peptide sequence is EVATRFNTM. (3) The peptide sequence is HPLSHFVNL. The MHC is HLA-A30:02 with pseudo-sequence HLA-A30:02. The binding affinity (normalized) is 0.